Dataset: Full USPTO retrosynthesis dataset with 1.9M reactions from patents (1976-2016). Task: Predict the reactants needed to synthesize the given product. (1) Given the product [N:27]1[CH:32]=[CH:31][CH:30]=[CH:29][C:28]=1[CH2:33][NH:34][C:2]1[CH:7]=[C:6]([O:8][C:9]2[C:18]3[C:13](=[CH:14][CH:15]=[CH:16][CH:17]=3)[C:12]([NH:19][C:20](=[O:26])[O:21][C:22]([CH3:23])([CH3:25])[CH3:24])=[CH:11][CH:10]=2)[CH:5]=[CH:4][N:3]=1, predict the reactants needed to synthesize it. The reactants are: Cl[C:2]1[CH:7]=[C:6]([O:8][C:9]2[C:18]3[C:13](=[CH:14][CH:15]=[CH:16][CH:17]=3)[C:12]([NH:19][C:20](=[O:26])[O:21][C:22]([CH3:25])([CH3:24])[CH3:23])=[CH:11][CH:10]=2)[CH:5]=[CH:4][N:3]=1.[N:27]1[CH:32]=[CH:31][CH:30]=[CH:29][C:28]=1[CH2:33][NH2:34].C([O-])([O-])=O.[Cs+].[Cs+].C1C=CC(P(C2C(C3C(P(C4C=CC=CC=4)C4C=CC=CC=4)=CC=C4C=3C=CC=C4)=C3C(C=CC=C3)=CC=2)C2C=CC=CC=2)=CC=1. (2) The reactants are: [N+:1]([C:4]1[CH:5]=[C:6]([CH:10]=[CH:11][C:12]=1[NH:13][C:14]1[CH:19]=[CH:18][C:17]([O:20][CH2:21][CH2:22][O:23][C:24]2[CH:29]=[CH:28][CH:27]=[CH:26][N:25]=2)=[CH:16][CH:15]=1)[C:7]([OH:9])=[O:8])([O-])=O.[CH:30](O)=O. Given the product [N:25]1[CH:26]=[CH:27][CH:28]=[CH:29][C:24]=1[O:23][CH2:22][CH2:21][O:20][C:17]1[CH:18]=[CH:19][C:14]([N:13]2[C:12]3[CH:11]=[CH:10][C:6]([C:7]([OH:9])=[O:8])=[CH:5][C:4]=3[N:1]=[CH:30]2)=[CH:15][CH:16]=1, predict the reactants needed to synthesize it. (3) Given the product [Cl:17][C:12]1[CH:11]=[C:10]([CH:15]=[CH:14][C:13]=1[Cl:16])[CH2:9][NH:8][C:6]1[N:7]=[C:2]([C:24]2[CH:23]=[CH:22][C:21]([OH:35])=[C:20]([O:19][CH3:18])[CH:25]=2)[CH:3]=[N:4][CH:5]=1, predict the reactants needed to synthesize it. The reactants are: Cl[C:2]1[N:7]=[C:6]([NH:8][CH2:9][C:10]2[CH:15]=[CH:14][C:13]([Cl:16])=[C:12]([Cl:17])[CH:11]=2)[CH:5]=[N:4][CH:3]=1.[CH3:18][O:19][C:20]1[CH:25]=[C:24](B2OC(C)(C)C(C)(C)O2)[CH:23]=[CH:22][C:21]=1[OH:35]. (4) Given the product [NH2:26][CH:27]1[CH2:32][CH2:31][CH2:30][N:29]([C:2]2[N:10]([CH2:11][C:12]3[CH:19]=[CH:18][CH:17]=[CH:16][C:13]=3[C:14]#[N:15])[C:9]3[C:8](=[O:20])[N:7]([CH3:21])[C:6](=[O:22])[N:5]([CH3:23])[C:4]=3[N:3]=2)[CH2:28]1, predict the reactants needed to synthesize it. The reactants are: Cl[C:2]1[N:10]([CH2:11][C:12]2[CH:19]=[CH:18][CH:17]=[CH:16][C:13]=2[C:14]#[N:15])[C:9]2[C:8](=[O:20])[N:7]([CH3:21])[C:6](=[O:22])[N:5]([CH3:23])[C:4]=2[N:3]=1.Cl.Cl.[NH2:26][CH:27]1[CH2:32][CH2:31][CH2:30][NH:29][CH2:28]1.C(N(CC)CC)C. (5) Given the product [F:1][C:2]1[CH:3]=[C:4]([C:8](=[C:18]([CH3:20])[CH3:19])[CH2:9][C:10]([C:13]([F:16])([F:15])[F:14])([OH:17])[CH:11]=[N:23][C:24]2[CH:33]=[CH:32][C:31]([F:34])=[C:30]3[C:25]=2[CH:26]=[N:27][C:28]([CH3:35])=[N:29]3)[CH:5]=[CH:6][C:7]=1[O:36][CH3:37], predict the reactants needed to synthesize it. The reactants are: [F:1][C:2]1[C:3](OC)=[C:4]([C:8](=[C:18]([CH3:20])[CH3:19])[CH2:9][C:10]([OH:17])([C:13]([F:16])([F:15])[F:14])[CH:11]=O)[CH:5]=[CH:6][CH:7]=1.[NH2:23][C:24]1[CH:33]=[CH:32][C:31]([F:34])=[C:30]2[C:25]=1[CH:26]=[N:27][C:28]([CH3:35])=[N:29]2.[OH2:36].[C:37]1(C)C=CC=CC=1. (6) Given the product [CH3:1][O:2][C:3](=[O:39])[CH:4]([C:10]1[CH:11]=[C:12]([C:30]2[CH:35]=[CH:34][CH:33]=[C:32]([N+:36]([O-:38])=[O:37])[CH:31]=2)[C:13]([OH:29])=[C:14]([C:16]2[NH:17][C:18]3[C:23]([CH:24]=2)=[CH:22][C:21]([C:25](=[NH:26])[NH2:44])=[CH:20][CH:19]=3)[CH:15]=1)[CH2:5][C:6]([O:8][CH3:9])=[O:7], predict the reactants needed to synthesize it. The reactants are: [CH3:1][O:2][C:3](=[O:39])[CH:4]([C:10]1[CH:11]=[C:12]([C:30]2[CH:35]=[CH:34][CH:33]=[C:32]([N+:36]([O-:38])=[O:37])[CH:31]=2)[C:13]([OH:29])=[C:14]([C:16]2[NH:17][C:18]3[C:23]([CH:24]=2)=[CH:22][C:21]([C:25](OC)=[NH:26])=[CH:20][CH:19]=3)[CH:15]=1)[CH2:5][C:6]([O:8][CH3:9])=[O:7].C(=O)([O-])[O-].[NH4+:44].[NH4+]. (7) Given the product [CH3:21][O:22][C:23](=[O:39])[C:24]([OH:38])=[CH:9][C:8](=[O:10])[N:7]([CH2:11][C:12]1[CH:13]=[CH:14][C:15]([F:18])=[CH:16][CH:17]=1)[CH2:6][C:5]1[CH:4]=[CH:3][C:2]([F:1])=[CH:20][CH:19]=1, predict the reactants needed to synthesize it. The reactants are: [F:1][C:2]1[CH:20]=[CH:19][C:5]([CH2:6][N:7]([CH2:11][C:12]2[CH:17]=[CH:16][C:15]([F:18])=[CH:14][CH:13]=2)[C:8](=[O:10])[CH3:9])=[CH:4][CH:3]=1.[CH3:21][O:22][C:23](=[O:39])[C:24]([OH:38])=CC(=O)N(CC1C=CC=CC=1Cl)C.ClC1C=CC=CC=1CN(C)C(=O)C.